Dataset: Full USPTO retrosynthesis dataset with 1.9M reactions from patents (1976-2016). Task: Predict the reactants needed to synthesize the given product. (1) Given the product [CH2:28]([C@H:30]1[CH2:35][CH2:34][C@H:33]([C:36]#[C:37][C:38]2[C:9]3[C:14](=[CH:13][C:12]([C:17]4[CH:18]=[C:19]([F:25])[C:20]([F:24])=[C:21]([F:23])[CH:22]=4)=[CH:11][CH:10]=3)[CH:15]=[CH:16][CH:7]=2)[CH2:32][CH2:31]1)[CH2:29][CH3:40], predict the reactants needed to synthesize it. The reactants are: FC(F)(F)S(O[C:7]1[CH:16]=[CH:15][C:14]2[C:9](=[CH:10][CH:11]=[C:12]([C:17]3[CH:22]=[C:21]([F:23])[C:20]([F:24])=[C:19]([F:25])[CH:18]=3)[CH:13]=2)C=1)(=O)=O.[C:28]([CH:30]1[CH2:35][CH2:34][CH:33]([CH2:36][CH2:37][CH3:38])[CH2:32][CH2:31]1)#[CH:29].O.[CH3:40]N(C)C=O. (2) Given the product [C:46]([C:43]1[CH:42]=[CH:41][C:40]([NH:39][C:37](=[O:38])[CH2:36][O:1][C:2]2[CH:3]=[CH:4][C:5]([C:8]3[N:16]([CH2:17][O:18][CH2:19][CH2:20][Si:21]([CH3:23])([CH3:22])[CH3:24])[C:15]4[C:14](=[O:25])[N:13]([CH2:26][CH2:27][CH3:28])[CH:12]=[N:11][C:10]=4[N:9]=3)=[CH:6][CH:7]=2)=[CH:45][CH:44]=1)#[N:47], predict the reactants needed to synthesize it. The reactants are: [OH:1][C:2]1[CH:7]=[CH:6][C:5]([C:8]2[N:16]([CH2:17][O:18][CH2:19][CH2:20][Si:21]([CH3:24])([CH3:23])[CH3:22])[C:15]3[C:14](=[O:25])[N:13]([CH2:26][CH2:27][CH3:28])[CH:12]=[N:11][C:10]=3[N:9]=2)=[CH:4][CH:3]=1.C(=O)([O-])[O-].[K+].[K+].Cl[CH2:36][C:37]([NH:39][C:40]1[CH:45]=[CH:44][C:43]([C:46]#[N:47])=[CH:42][CH:41]=1)=[O:38].